From a dataset of Reaction yield outcomes from USPTO patents with 853,638 reactions. Predict the reaction yield, written as a fraction of the theoretical maximum amount of product (1.0 means a 100% yield; for example, 0.34 means a 34% yield). (1) The reactants are S(O[CH2:12][CH2:13][O:14][CH2:15][CH2:16][O:17][CH2:18][CH2:19][O:20][CH2:21][CH2:22][C:23]([O:25][C:26]([CH3:29])([CH3:28])[CH3:27])=[O:24])(C1C=CC(C)=CC=1)(=O)=O.[CH3:30][NH2:31]. The catalyst is O1CCCC1. The product is [CH3:30][NH:31][CH2:12][CH2:13][O:14][CH2:15][CH2:16][O:17][CH2:18][CH2:19][O:20][CH2:21][CH2:22][C:23]([O:25][C:26]([CH3:29])([CH3:28])[CH3:27])=[O:24]. The yield is 0.870. (2) The reactants are [F:1][C:2]([F:13])([F:12])[C:3]1[CH:11]=[CH:10][CH:9]=[CH:8][C:4]=1[C:5](Cl)=[O:6].[NH2:14][C:15]1[N:23]=[CH:22][CH:21]=[CH:20][C:16]=1[C:17](O)=[O:18].O. The catalyst is N1C=CC=CC=1. The product is [F:1][C:2]([F:13])([F:12])[C:3]1[CH:11]=[CH:10][CH:9]=[CH:8][C:4]=1[C:5]1[O:6][C:17](=[O:18])[C:16]2[CH:20]=[CH:21][CH:22]=[N:23][C:15]=2[N:14]=1. The yield is 0.600. (3) The reactants are [NH2:1][C:2]1[N:7]=[C:6](Cl)[CH:5]=[C:4]([CH:9]2[CH2:13][CH2:12][CH2:11][CH2:10]2)[N:3]=1.[CH3:14][N:15]1[CH2:20][CH2:19][NH:18][CH2:17][CH2:16]1. The catalyst is CCO. The product is [CH:9]1([C:4]2[CH:5]=[C:6]([N:18]3[CH2:19][CH2:20][N:15]([CH3:14])[CH2:16][CH2:17]3)[N:7]=[C:2]([NH2:1])[N:3]=2)[CH2:13][CH2:12][CH2:11][CH2:10]1. The yield is 0.660. (4) The reactants are C([N:8]1[C:12]([NH:13][C:14]2[CH:27]=[CH:26][C:25]([Cl:28])=[CH:24][C:15]=2[CH:16]=[C:17]2[CH2:20][CH:19]([C:21]([OH:23])=[O:22])[CH2:18]2)=[CH:11][N:10]=[N:9]1)C1C=CC=CC=1.C(O)(=O)C. The catalyst is CCOC(C)=O.CO.Br[Zn]Br.[Pd]. The product is [N:10]1[NH:9][N:8]=[C:12]([NH:13][C:14]2[CH:27]=[CH:26][C:25]([Cl:28])=[CH:24][C:15]=2[CH2:16][CH:17]2[CH2:20][CH:19]([C:21]([OH:23])=[O:22])[CH2:18]2)[CH:11]=1. The yield is 0.0390. (5) The catalyst is C1(C)C=CC=CC=1. The product is [Cl:21][C:2]1[C:11]2[CH:12]=[CH:13][S:14][C:10]=2[C:9]2[CH:8]=[CH:7][C:6]([C:15]([O:17][CH3:18])=[O:16])=[CH:5][C:4]=2[N:3]=1. The reactants are O=[C:2]1[C:11]2[CH:12]=[CH:13][S:14][C:10]=2[C:9]2[CH:8]=[CH:7][C:6]([C:15]([O:17][CH3:18])=[O:16])=[CH:5][C:4]=2[NH:3]1.O=P(Cl)(Cl)[Cl:21].CCN(C(C)C)C(C)C.O. The yield is 0.710. (6) The reactants are C([Li])CCC.Br[C:7]1[CH:8]=[C:9]2[C:14](=[CH:15][CH:16]=1)[N:13]=[C:12]([O:17][CH3:18])[CH:11]=[C:10]2[C:19]1[CH:24]=[CH:23][CH:22]=[C:21]([Cl:25])[CH:20]=1.[CH2:26]([N:30]1[C:34]([C:35]([C:37]2[CH:42]=[CH:41][C:40]([Cl:43])=[CH:39][CH:38]=2)=[O:36])=[CH:33][N:32]=[CH:31]1)[CH2:27][CH2:28][CH3:29].O. The catalyst is CCCCCC.C1COCC1. The product is [CH2:26]([N:30]1[C:34]([C:35]([C:37]2[CH:38]=[CH:39][C:40]([Cl:43])=[CH:41][CH:42]=2)([C:7]2[CH:8]=[C:9]3[C:14](=[CH:15][CH:16]=2)[N:13]=[C:12]([O:17][CH3:18])[CH:11]=[C:10]3[C:19]2[CH:24]=[CH:23][CH:22]=[C:21]([Cl:25])[CH:20]=2)[OH:36])=[CH:33][N:32]=[CH:31]1)[CH2:27][CH2:28][CH3:29]. The yield is 0.480. (7) The reactants are [CH3:1][CH:2]([CH2:9][CH2:10][CH2:11][CH:12]([CH3:14])[CH3:13])[CH2:3][CH2:4][Si:5]([Cl:8])([Cl:7])Cl.[CH2:15]([Mg]Br)[CH2:16][CH2:17][CH2:18][CH2:19][CH3:20]. The catalyst is O1CCCC1. The product is [CH3:1][CH:2]([CH2:9][CH2:10][CH2:11][CH:12]([CH3:13])[CH3:14])[CH2:3][CH2:4][Si:5]([CH2:15][CH2:16][CH2:17][CH2:18][CH2:19][CH3:20])([Cl:7])[Cl:8]. The yield is 0.730. (8) The reactants are [CH3:1][C:2]1[NH:3][C:4]2[C:9]([CH:10]=1)=[C:8]([N:11]1[CH2:16][CH2:15][N:14]([CH2:17][C:18]([C:20]3[CH:21]=[CH:22][C:23]4[O:28][CH2:27][C:26](=[O:29])[NH:25][C:24]=4[CH:30]=3)=[O:19])[CH2:13][CH2:12]1)[CH:7]=[CH:6][CH:5]=2.[BH4-].[Na+]. The catalyst is CO. The product is [OH:19][CH:18]([C:20]1[CH:21]=[CH:22][C:23]2[O:28][CH2:27][C:26](=[O:29])[NH:25][C:24]=2[CH:30]=1)[CH2:17][N:14]1[CH2:15][CH2:16][N:11]([C:8]2[CH:7]=[CH:6][CH:5]=[C:4]3[C:9]=2[CH:10]=[C:2]([CH3:1])[NH:3]3)[CH2:12][CH2:13]1. The yield is 0.300.